From a dataset of Catalyst prediction with 721,799 reactions and 888 catalyst types from USPTO. Predict which catalyst facilitates the given reaction. (1) Reactant: F[C:2]1[CH:3]=[C:4]([N+:8]([O-:10])=[O:9])[CH:5]=[CH:6][CH:7]=1.[NH:11]1[CH2:16][CH2:15][NH:14][CH2:13][CH2:12]1.O. Product: [N+:8]([C:4]1[CH:3]=[C:2]([N:11]2[CH2:16][CH2:15][NH:14][CH2:13][CH2:12]2)[CH:7]=[CH:6][CH:5]=1)([O-:10])=[O:9]. The catalyst class is: 37. (2) Reactant: CC1(C)C(C)(C)OB([C:9]2[CH:14]=[CH:13][N:12]=[C:11]([NH:15][C:16](=[O:19])[CH2:17][CH3:18])[CH:10]=2)O1.[CH:21]([N:25]1[CH:29]=[C:28](I)[C:27]([C:31]2[S:32][CH:33]=[C:34]([Cl:36])[CH:35]=2)=[N:26]1)([CH2:23][CH3:24])[CH3:22].C(=O)([O-])[O-].[Na+].[Na+]. Product: [CH:21]([N:25]1[CH:29]=[C:28]([C:9]2[CH:14]=[CH:13][N:12]=[C:11]([NH:15][C:16](=[O:19])[CH2:17][CH3:18])[CH:10]=2)[C:27]([C:31]2[S:32][CH:33]=[C:34]([Cl:36])[CH:35]=2)=[N:26]1)([CH2:23][CH3:24])[CH3:22]. The catalyst class is: 12. (3) Reactant: [CH2:1]([N:7]1[CH2:12][CH:11]2[CH:9]([C:10]2([C:14]2[CH:15]=[C:16]([NH2:20])[CH:17]=[CH:18][CH:19]=2)[CH3:13])[CH2:8]1)[CH2:2][CH2:3][CH2:4][CH2:5][CH3:6].N1C=CC=CC=1.[CH2:27]([S:29](Cl)(=[O:31])=[O:30])[CH3:28]. Product: [CH2:1]([N:7]1[CH2:12][CH:11]2[CH:9]([C:10]2([C:14]2[CH:15]=[C:16]([NH:20][S:29]([CH2:27][CH3:28])(=[O:31])=[O:30])[CH:17]=[CH:18][CH:19]=2)[CH3:13])[CH2:8]1)[CH2:2][CH2:3][CH2:4][CH2:5][CH3:6]. The catalyst class is: 4. (4) Reactant: Cl.[NH:2]1[CH2:7][CH2:6][CH:5]([CH2:8][O:9][C:10]2[CH:11]=[CH:12][C:13]([C:16]3[CH:21]=[CH:20][C:19]([C:22](=[O:24])[CH3:23])=[CH:18][CH:17]=3)=[N:14][CH:15]=2)[CH2:4][CH2:3]1.[F:25][C:26]([F:35])([F:34])[C:27]1([C:31](O)=[O:32])[CH2:30][CH2:29][CH2:28]1.C(Cl)CCl.C1C=CC2N(O)N=NC=2C=1.CCN(C(C)C)C(C)C. Product: [F:25][C:26]([F:35])([F:34])[C:27]1([C:31]([N:2]2[CH2:7][CH2:6][CH:5]([CH2:8][O:9][C:10]3[CH:11]=[CH:12][C:13]([C:16]4[CH:17]=[CH:18][C:19]([C:22](=[O:24])[CH3:23])=[CH:20][CH:21]=4)=[N:14][CH:15]=3)[CH2:4][CH2:3]2)=[O:32])[CH2:30][CH2:29][CH2:28]1. The catalyst class is: 18. (5) Reactant: [CH2:1]([OH:6])[C:2]([Br:5])([Br:4])[Br:3].C(N(CC)CC)C.[C:14](Cl)(=[O:18])[C:15]([CH3:17])=[CH2:16].O. Product: [Br:3][C:2]([Br:5])([Br:4])[CH2:1][O:6][C:14](=[O:18])[C:15]([CH3:17])=[CH2:16]. The catalyst class is: 27.